This data is from Catalyst prediction with 721,799 reactions and 888 catalyst types from USPTO. The task is: Predict which catalyst facilitates the given reaction. (1) Reactant: [CH2:1]([N:4]([CH:16]([CH3:18])[CH3:17])[C:5]1[C:14]([Cl:15])=[CH:13][C:8]([C:9]([O:11]C)=[O:10])=[CH:7][N:6]=1)[CH:2]=[CH2:3].[Li+].[OH-]. Product: [CH2:1]([N:4]([CH:16]([CH3:18])[CH3:17])[C:5]1[C:14]([Cl:15])=[CH:13][C:8]([C:9]([OH:11])=[O:10])=[CH:7][N:6]=1)[CH:2]=[CH2:3]. The catalyst class is: 20. (2) Product: [CH3:1][O:2][C:3](=[O:17])[C:4]1[C:9]([N:10]2[C:14](=[O:15])[N:13]([CH3:18])[N:12]=[N:11]2)=[CH:8][CH:7]=[CH:6][C:5]=1[CH3:16]. The catalyst class is: 6. Reactant: [CH3:1][O:2][C:3](=[O:17])[C:4]1[C:9]([N:10]2[C:14](=[O:15])[NH:13][N:12]=[N:11]2)=[CH:8][CH:7]=[CH:6][C:5]=1[CH3:16].[CH3:18]N(C)C=O.C(=O)([O-])[O-].[K+].[K+].S(OC)(OC)(=O)=O. (3) Reactant: [Cl:1][C:2]1[N:7]=[C:6](Cl)[CH:5]=[CH:4][N:3]=1.[F:9][C:10]1[CH:11]=[C:12]2[C:16](=[CH:17][CH:18]=1)[NH:15][N:14]=[C:13]2[NH:19][CH3:20].Cl. Product: [Cl:1][C:2]1[N:7]=[C:6]([N:19]([CH3:20])[C:13]2[C:12]3[C:16](=[CH:17][CH:18]=[C:10]([F:9])[CH:11]=3)[NH:15][N:14]=2)[CH:5]=[CH:4][N:3]=1. The catalyst class is: 581. (4) Reactant: [OH:1][C:2]([C:4]([F:7])([F:6])[F:5])=[O:3].[F:8][C:9]1[CH:35]=[C:34]([F:36])[CH:33]=[CH:32][C:10]=1[O:11][CH:12]1[CH2:17][CH2:16][N:15]([C:18]2[N:23]=[C:22]3[CH2:24][NH:25][CH2:26][CH2:27][C:21]3=[N:20][C:19]=2[NH:28][CH:29]([CH3:31])[CH3:30])[CH2:14][CH2:13]1.C([O-])([O-])=O.[K+].[K+].BrCCF. Product: [F:8][C:9]1[CH:35]=[C:34]([F:36])[CH:33]=[CH:32][C:10]=1[O:11][CH:12]1[CH2:13][CH2:14][N:15]([C:18]2[N:23]=[C:22]3[CH2:24][N:25]([CH2:2][CH2:4][F:5])[CH2:26][CH2:27][C:21]3=[N:20][C:19]=2[NH:28][CH:29]([CH3:31])[CH3:30])[CH2:16][CH2:17]1.[C:2]([OH:3])([C:4]([F:7])([F:6])[F:5])=[O:1]. The catalyst class is: 21.